From a dataset of Full USPTO retrosynthesis dataset with 1.9M reactions from patents (1976-2016). Predict the reactants needed to synthesize the given product. The reactants are: [OH:1][C@H:2]1[CH2:10][C:9]2[C:4](=[CH:5][CH:6]=[CH:7][CH:8]=2)[C@H:3]1[C:11](OC)=[O:12].[BH4-].[Li+].C([O-])(O)=O.[Na+]. Given the product [OH:12][CH2:11][C@@H:3]1[C:4]2[C:9](=[CH:8][CH:7]=[CH:6][CH:5]=2)[CH2:10][C@@H:2]1[OH:1], predict the reactants needed to synthesize it.